Task: Regression. Given a peptide amino acid sequence and an MHC pseudo amino acid sequence, predict their binding affinity value. This is MHC class I binding data.. Dataset: Peptide-MHC class I binding affinity with 185,985 pairs from IEDB/IMGT (1) The peptide sequence is NSYDFFHT. The MHC is H-2-Db with pseudo-sequence H-2-Db. The binding affinity (normalized) is 0. (2) The peptide sequence is TESDAIRTL. The MHC is HLA-A02:06 with pseudo-sequence HLA-A02:06. The binding affinity (normalized) is 0.0847. (3) The peptide sequence is DRFYKTLRA. The MHC is HLA-A33:01 with pseudo-sequence HLA-A33:01. The binding affinity (normalized) is 0.